This data is from Full USPTO retrosynthesis dataset with 1.9M reactions from patents (1976-2016). The task is: Predict the reactants needed to synthesize the given product. (1) Given the product [CH:12]1([C:15]2[CH:20]=[N+:19]([O-:9])[C:18]([C:21]([O:23][CH2:24][CH3:25])=[O:22])=[CH:17][CH:16]=2)[CH2:13][CH2:14]1, predict the reactants needed to synthesize it. The reactants are: ClC1C=CC=C(C(OO)=[O:9])C=1.[CH:12]1([C:15]2[CH:16]=[CH:17][C:18]([C:21]([O:23][CH2:24][CH3:25])=[O:22])=[N:19][CH:20]=2)[CH2:14][CH2:13]1.C(=O)(O)[O-].[Na+].S([O-])([O-])(=O)=S.[Na+].[Na+]. (2) Given the product [F:1][C:2]1[CH:3]=[C:4]([C@H:8]([N:13]2[C:21]3[C:16](=[CH:17][CH:18]=[CH:19][CH:20]=3)[C:15]([C:25]3[CH:26]=[CH:27][CH:28]=[CH:29][C:24]=3[F:23])=[CH:14]2)[C@H:9]([OH:12])[CH2:10][OH:11])[CH:5]=[CH:6][CH:7]=1, predict the reactants needed to synthesize it. The reactants are: [F:1][C:2]1[CH:3]=[C:4]([C@H:8]([N:13]2[C:21]3[C:16](=[CH:17][CH:18]=[CH:19][CH:20]=3)[C:15](I)=[CH:14]2)[C@H:9]([OH:12])[CH2:10][OH:11])[CH:5]=[CH:6][CH:7]=1.[F:23][C:24]1[CH:29]=[CH:28][CH:27]=[CH:26][C:25]=1B(O)O.P([O-])([O-])([O-])=O.[K+].[K+].[K+].